Dataset: Catalyst prediction with 721,799 reactions and 888 catalyst types from USPTO. Task: Predict which catalyst facilitates the given reaction. (1) Reactant: C(OC(C1[C:13]([C:14]([O:16]C)=O)=[CH:12][C:11]([Cl:18])=[N:10][CH:9]=1)=O)(C)(C)C.[C:19]([O:23][C:24]([C:26]1C(C(O)=O)=CC(Cl)=NC=1)=[O:25])(C)(C)C.[H-].[Na+].CI.[CH3:40][N:41]([CH:43]=[O:44])[CH3:42]. Product: [Cl:18][C:11]1[CH:12]=[C:13]2[C:40](=[CH:9][N:10]=1)[N:41]([CH3:42])[C:43](=[O:44])[C:26]([C:24]([O:23][CH3:19])=[O:25])=[C:14]2[OH:16]. The catalyst class is: 6. (2) Reactant: C(OC(=O)[NH:7][C@H:8]1[CH2:13][C@@H:12]([N:14]2[CH2:21][C:20]3[C:16](=[N:17][N:18]([S:22]([CH3:25])(=[O:24])=[O:23])[CH:19]=3)[CH2:15]2)[CH2:11][N:10]([CH2:26][C@@H:27]([OH:29])[CH3:28])[C@@H:9]1[C:30]1[CH:35]=[C:34]([F:36])[CH:33]=[CH:32][C:31]=1[F:37])(C)(C)C.FC(F)(F)C(O)=O. Product: [NH2:7][C@H:8]1[CH2:13][C@@H:12]([N:14]2[CH2:21][C:20]3[C:16](=[N:17][N:18]([S:22]([CH3:25])(=[O:23])=[O:24])[CH:19]=3)[CH2:15]2)[CH2:11][N:10]([CH2:26][C@@H:27]([OH:29])[CH3:28])[C@@H:9]1[C:30]1[CH:35]=[C:34]([F:36])[CH:33]=[CH:32][C:31]=1[F:37]. The catalyst class is: 4. (3) Reactant: [Li][CH2:2]CCC.[Br:6][C:7]1[CH:15]=[CH:14][C:10]([C:11]([OH:13])=[O:12])=[C:9]([CH3:16])[CH:8]=1.CI.O. Product: [Br:6][C:7]1[CH:15]=[CH:14][C:10]([C:11]([OH:13])=[O:12])=[C:9]([CH2:16][CH3:2])[CH:8]=1. The catalyst class is: 1. (4) Reactant: C(N(CC)CC)C.Cl.Cl.[NH2:10][C@H:11]1[CH:16]2[CH2:17][CH2:18][N:13]([CH2:14][CH2:15]2)[CH2:12]1.[F:19][C:20]([F:31])([F:30])[C:21]1[CH:26]=[CH:25][C:24]([C:27](O)=[O:28])=[CH:23][CH:22]=1.[I-].ClC1C=CC=C[N+]=1C. Product: [N:13]12[CH2:18][CH2:17][CH:16]([CH2:15][CH2:14]1)[C@H:11]([NH:10][C:27](=[O:28])[C:24]1[CH:25]=[CH:26][C:21]([C:20]([F:19])([F:30])[F:31])=[CH:22][CH:23]=1)[CH2:12]2. The catalyst class is: 192. (5) Reactant: [Cl:1][C:2]1[N:7]=[C:6]([NH:8][CH2:9][C:10]2[CH:15]=[CH:14][CH:13]=[C:12]([S:16]([CH3:19])(=O)=[O:17])[CH:11]=2)[C:5]([C:20]([F:23])([F:22])[F:21])=[CH:4][N:3]=1.ClC1N=C(Cl)C(C(F)(F)F)=CN=1.Cl.CS(C1C=C(CN)C=CC=1)=O.C(N(C(C)C)CC)(C)C. Product: [Cl:1][C:2]1[N:7]=[C:6]([NH:8][CH2:9][C:10]2[CH:15]=[CH:14][CH:13]=[C:12]([S:16]([CH3:19])=[O:17])[CH:11]=2)[C:5]([C:20]([F:22])([F:21])[F:23])=[CH:4][N:3]=1. The catalyst class is: 1.